Binary Classification. Given a miRNA mature sequence and a target amino acid sequence, predict their likelihood of interaction. From a dataset of Experimentally validated miRNA-target interactions with 360,000+ pairs, plus equal number of negative samples. Result: 1 (interaction). The protein sequence of the target gene is MAETDPKTVQDLTSVVQTLLQQMQDKFQTMSDQIIGRIDDMSSRIDDLEKNIADLMTQAGVEELESENKIPATQKS. The miRNA is hsa-miR-548ac with sequence CAAAAACCGGCAAUUACUUUUG.